This data is from Catalyst prediction with 721,799 reactions and 888 catalyst types from USPTO. The task is: Predict which catalyst facilitates the given reaction. (1) Reactant: C[O:2][C:3](=O)[C@@H:4]([NH:15][C:16]([O:18][CH2:19][C:20]1[CH:25]=[CH:24][CH:23]=[CH:22][CH:21]=1)=[O:17])[CH2:5][C:6]1[CH:11]=[C:10]([Br:12])[CH:9]=[CH:8][C:7]=1[O:13][CH3:14].[Li+].[BH4-].CO. Product: [CH2:19]([O:18][C:16](=[O:17])[NH:15][C@H:4]([CH2:3][OH:2])[CH2:5][C:6]1[CH:11]=[C:10]([Br:12])[CH:9]=[CH:8][C:7]=1[O:13][CH3:14])[C:20]1[CH:21]=[CH:22][CH:23]=[CH:24][CH:25]=1. The catalyst class is: 1. (2) Reactant: [CH2:1]([NH2:4])[CH2:2][NH2:3].[C:5]([N:13]=[C:14]=[S:15])(=[O:12])[C:6]1[CH:11]=[CH:10][CH:9]=[CH:8][CH:7]=1. Product: [CH2:1]([NH:4][C:14]([NH:13][C:5](=[O:12])[C:6]1[CH:7]=[CH:8][CH:9]=[CH:10][CH:11]=1)=[S:15])[CH2:2][NH:3][C:14]([NH:13][C:5](=[O:12])[C:6]1[CH:11]=[CH:10][CH:9]=[CH:8][CH:7]=1)=[S:15]. The catalyst class is: 2. (3) Reactant: [CH3:1][NH2:2].[CH3:3][C:4]1[C:12]2[C:7](=[CH:8][CH:9]=[CH:10][CH:11]=2)[NH:6][C:5]=1[CH:13]=O.[BH4-].[Na+].O. Product: [CH3:3][C:4]1[C:12]2[C:7](=[CH:8][CH:9]=[CH:10][CH:11]=2)[NH:6][C:5]=1[CH2:13][NH:2][CH3:1]. The catalyst class is: 5. (4) Reactant: [CH3:1][C:2]1[C:6]([C:7]2[CH:12]=[CH:11][C:10]([CH3:13])=[CH:9][CH:8]=2)=[C:5]([NH2:14])[NH:4][N:3]=1.[F:15][C:16]1[CH:21]=[CH:20][C:19]([C:22](=O)[CH2:23][C:24](OCC)=[O:25])=[CH:18][CH:17]=1. Product: [CH3:13][C:10]1[CH:11]=[CH:12][C:7]([C:6]2[C:2]([CH3:1])=[N:3][N:4]3[C:22]([C:19]4[CH:20]=[CH:21][C:16]([F:15])=[CH:17][CH:18]=4)=[CH:23][C:24](=[O:25])[NH:14][C:5]=23)=[CH:8][CH:9]=1. The catalyst class is: 17. (5) Reactant: [Cl:1][C:2]1[CH:11]=[CH:10][CH:9]=[C:8]2[C:3]=1[CH:4]=[CH:5][NH:6][C:7]2=[O:12].C([O-])([O-])=O.[K+].[K+].Cl[CH2:20][C:21]1[CH:22]=[C:23]([CH:28]=[CH:29][N:30]=1)[C:24]([O:26][CH3:27])=[O:25]. Product: [Cl:1][C:2]1[CH:11]=[CH:10][CH:9]=[C:8]2[C:3]=1[CH:4]=[CH:5][N:6]([CH2:20][C:21]1[CH:22]=[C:23]([CH:28]=[CH:29][N:30]=1)[C:24]([O:26][CH3:27])=[O:25])[C:7]2=[O:12]. The catalyst class is: 3. (6) Reactant: Cl[C:2]1[C:7]([C:8]([O-:10])=[O:9])=[CH:6][N:5]=[CH:4][C:3]=1[F:11].[Cl:12][C:13]1[CH:18]=[CH:17][C:16](B(O)O)=[C:15]([F:22])[CH:14]=1.P([O-])([O-])([O-])=O.[K+].[K+].[K+].O1CCOC[CH2:32]1. Product: [Cl:12][C:13]1[CH:18]=[CH:17][C:16]([C:2]2[C:7]([C:8]([O:10][CH3:32])=[O:9])=[CH:6][N:5]=[CH:4][C:3]=2[F:11])=[C:15]([F:22])[CH:14]=1. The catalyst class is: 587. (7) Product: [C:10]([O:9][C:7](=[O:8])[NH:1][CH2:2][CH:3]([OH:5])[CH3:4])([CH3:13])([CH3:12])[CH3:11]. The catalyst class is: 5. Reactant: [NH2:1][CH2:2][CH:3]([OH:5])[CH3:4].O.[C:7](O[C:7]([O:9][C:10]([CH3:13])([CH3:12])[CH3:11])=[O:8])([O:9][C:10]([CH3:13])([CH3:12])[CH3:11])=[O:8].C(OCC)(=O)C. (8) Reactant: [NH2:1][C:2]1[CH:7]=[CH:6][C:5]([C@@H:8]2[O:13][CH2:12][CH2:11][N:10]([C@@H](C3C=CC=CC=3)C)[CH2:9]2)=[CH:4][CH:3]=1.C([O-])=O.[NH4+].O1CCCC1.CO. Product: [NH:10]1[CH2:11][CH2:12][O:13][C@@H:8]([C:5]2[CH:6]=[CH:7][C:2]([NH2:1])=[CH:3][CH:4]=2)[CH2:9]1. The catalyst class is: 386. (9) Reactant: [C:1]([O:5][C:6]([N:8]1[CH2:13][CH2:12][N:11]([C:14]2[S:15][C:16]([CH:19]=[C:20]([F:22])[F:21])=[CH:17][N:18]=2)[CH2:10][CH2:9]1)=[O:7])([CH3:4])([CH3:3])[CH3:2].CS(C)=O.O.[F-:28].[K+]. Product: [C:1]([O:5][C:6]([N:8]1[CH2:9][CH2:10][N:11]([C:14]2[S:15][C:16]([CH2:19][C:20]([F:28])([F:21])[F:22])=[CH:17][N:18]=2)[CH2:12][CH2:13]1)=[O:7])([CH3:4])([CH3:2])[CH3:3]. The catalyst class is: 13.